This data is from Reaction yield outcomes from USPTO patents with 853,638 reactions. The task is: Predict the reaction yield, written as a fraction of the theoretical maximum amount of product (1.0 means a 100% yield; for example, 0.34 means a 34% yield). (1) The yield is 0.910. The product is [Br:1][C:2]1[C:15]([F:16])=[CH:14][C:5]([C@@H:6]([NH:7][S@@:8]([C:10]([CH3:13])([CH3:12])[CH3:11])=[O:9])[CH3:18])=[C:4]([F:17])[CH:3]=1. The reactants are [Br:1][C:2]1[C:15]([F:16])=[CH:14][C:5](/[CH:6]=[N:7]/[S@@:8]([C:10]([CH3:13])([CH3:12])[CH3:11])=[O:9])=[C:4]([F:17])[CH:3]=1.[CH3:18][Mg]Br.CCOC(C)=O.CCCCCCC. The catalyst is C(Cl)Cl.CCOCC. (2) The reactants are [Cl:1][C:2]1[CH:3]=[CH:4][C:5]([C@@:8]([NH:30][C:31](=[O:44])[NH:32][CH2:33][CH:34]([C:40]([F:43])([F:42])[F:41])[CH2:35][CH2:36][C:37](O)=[O:38])([C:16]2[CH:21]=[C:20]([O:22][C:23]([F:28])([F:27])[CH:24]([F:26])[F:25])[CH:19]=[C:18]([F:29])[CH:17]=2)[CH2:9][C:10]2[CH:15]=[CH:14][CH:13]=[CH:12][CH:11]=2)=[N:6][CH:7]=1.[H-].[H-].[H-].[H-].[Li+].[Al+3]. The catalyst is C1COCC1. The product is [Cl:1][C:2]1[CH:3]=[CH:4][C:5]([C@@:8]([NH:30][C:31]([NH:32][CH2:33][CH:34]([C:40]([F:42])([F:43])[F:41])[CH2:35][CH2:36][CH2:37][OH:38])=[O:44])([C:16]2[CH:21]=[C:20]([O:22][C:23]([F:27])([F:28])[CH:24]([F:25])[F:26])[CH:19]=[C:18]([F:29])[CH:17]=2)[CH2:9][C:10]2[CH:11]=[CH:12][CH:13]=[CH:14][CH:15]=2)=[N:6][CH:7]=1. The yield is 0.770. (3) The reactants are [Cr]([Cl:5])([O-])(=O)=O.[NH+]1C=CC=CC=1.Cl[C:13]1[CH:18]=[CH:17][CH:16]=[C:15]([CH2:19][OH:20])[C:14]=1[NH:21][C:22](=[O:27])[C:23]([CH3:26])([CH3:25])[CH3:24]. The catalyst is C(Cl)Cl. The product is [Cl:5][C:18]1[CH:17]=[CH:16][C:15]([CH:19]=[O:20])=[C:14]([NH:21][C:22](=[O:27])[C:23]([CH3:26])([CH3:25])[CH3:24])[CH:13]=1. The yield is 0.470. (4) The reactants are [C:1]([Br:5])(Br)(Br)[Br:2].C1(P(C2C=CC=CC=2)C2C=CC=CC=2)C=CC=CC=1.[CH:25](=O)[C:26]1[O:30][CH:29]=[CH:28][CH:27]=1.C(N(CC)CC)C. The catalyst is C(Cl)Cl.C(OCC)C. The product is [Br:2][C:1]([Br:5])=[CH:25][C:26]1[O:30][CH:29]=[CH:28][CH:27]=1. The yield is 0.630.